From a dataset of Reaction yield outcomes from USPTO patents with 853,638 reactions. Predict the reaction yield, written as a fraction of the theoretical maximum amount of product (1.0 means a 100% yield; for example, 0.34 means a 34% yield). (1) The reactants are F[C:2]1[CH:7]=[CH:6][CH:5]=[CH:4][C:3]=1[S:8]([N:11]1[CH2:16][CH2:15][N:14]([C:17]([O:19][C:20]([CH3:23])([CH3:22])[CH3:21])=[O:18])[CH2:13][CH:12]1[CH2:24][OH:25])(=[O:10])=[O:9].[H-].[Na+]. The catalyst is CN(C)C=O. The product is [CH2:13]1[CH:12]2[N:11]([S:8](=[O:10])(=[O:9])[C:3]3[CH:4]=[CH:5][CH:6]=[CH:7][C:2]=3[O:25][CH2:24]2)[CH2:16][CH2:15][N:14]1[C:17]([O:19][C:20]([CH3:23])([CH3:22])[CH3:21])=[O:18]. The yield is 0.526. (2) The reactants are [N:1]1[CH:6]=[CH:5][CH:4]=[N:3][C:2]=1[C:7]1([OH:17])[CH2:16][CH2:15][C:10]2(OCC[O:11]2)[CH2:9][CH2:8]1.Cl. The catalyst is C1COCC1. The product is [OH:17][C:7]1([C:2]2[N:1]=[CH:6][CH:5]=[CH:4][N:3]=2)[CH2:16][CH2:15][C:10](=[O:11])[CH2:9][CH2:8]1. The yield is 0.490. (3) The reactants are [O:1]1[CH2:6][CH2:5][N:4]([C:7]2[N:12]=[C:11]([N:13]3[CH2:18][CH2:17][O:16][CH2:15][CH2:14]3)[N:10]=[C:9]([C:19]3[CH:24]=[CH:23][C:22]([NH:25][C:26](=[O:37])[NH:27][C:28]4[CH:36]=[CH:35][C:31]([C:32]([OH:34])=O)=[CH:30][CH:29]=4)=[CH:21][CH:20]=3)[N:8]=2)[CH2:3][CH2:2]1.CCN(C(C)C)C(C)C.CN(C(ON1N=NC2C=CC=CC1=2)=[N+](C)C)C.F[P-](F)(F)(F)(F)F.[N:71]12[CH2:78][CH2:77][CH:74]([CH2:75][CH2:76]1)[CH:73]([NH2:79])[CH2:72]2. The catalyst is CN1C(=O)CCC1. The product is [O:16]1[CH2:15][CH2:14][N:13]([C:11]2[N:12]=[C:7]([N:4]3[CH2:3][CH2:2][O:1][CH2:6][CH2:5]3)[N:8]=[C:9]([C:19]3[CH:20]=[CH:21][C:22]([NH:25][C:26](=[O:37])[NH:27][C:28]4[CH:36]=[CH:35][C:31]([C:32]([NH:79][CH:73]5[CH:74]6[CH2:77][CH2:78][N:71]([CH2:76][CH2:75]6)[CH2:72]5)=[O:34])=[CH:30][CH:29]=4)=[CH:23][CH:24]=3)[N:10]=2)[CH2:18][CH2:17]1. The yield is 0.400. (4) The product is [CH2:13]([C:12]1[S:11][C:10]([C:15]([O:17][CH3:18])=[O:16])=[CH:9][C:8]=1[C:7]1[N:6]([CH3:19])[N:5]=[CH:4][C:3]=1[CH2:1][CH3:2])[CH3:14]. The catalyst is CO.[Pd]. The yield is 0.950. The reactants are [CH:1]([C:3]1[CH:4]=[N:5][N:6]([CH3:19])[C:7]=1[C:8]1[CH:9]=[C:10]([C:15]([O:17][CH3:18])=[O:16])[S:11][C:12]=1[CH2:13][CH3:14])=[CH2:2].